From a dataset of Drug-target binding data from BindingDB using Kd measurements. Regression. Given a target protein amino acid sequence and a drug SMILES string, predict the binding affinity score between them. We predict pKd (pKd = -log10(Kd in M); higher means stronger binding). Dataset: bindingdb_kd. (1) The small molecule is c1ccc2[nH]cnc2c1. The target protein sequence is MGFKQDIATLRGDLRTYAQDIFLAFLNKYPDEKRNFKNYVGKSDQELKSMAKFGDHTEKVFNLMMEVADRATDCVPLASDASTLVQMKQHSGLTTGNFEKLFVALVEYMRASGQSFDSQSWDRFGKNLVSALSSAGMK. The pKd is 4.0. (2) The drug is COc1cc([C@@H]2c3cc4c(cc3[C@@H](O[C@@H]3O[C@@H]5CO[C@@H](C)O[C@H]5[C@H](O)[C@H]3O)[C@H]3COC(=O)[C@H]23)OCO4)cc(OC)c1O. The target protein (P03118) has sequence MENLSSRLDLLQEQLMNLYEQDSKLIEDQIKQWNLIRQEQVLFHFARKNGVMRIGLQAVPSLASSQEKAKTAIEMVLHLESLKDSPYGTEDWSLQDTSRELFLAPPAGTFKKSGSTLEVTYDNNPDNQTRHTIWNHVYYQNGDDVWRKVSSGVDAVGVYYLEHDGYKNYYVLFAEEASKYSTTGQYAVNYRGKRFTNVMSSTSSPRAAGAPAVHSDYPTLSESDTAQQSTSIDYTELPGQGETSQVRQRQQKTPVRRRPYGRRRSRSPRGGGRREGESTPSRTPGSVPSARDVGSIHTTPQKGHSSRLRRLLQEAWDPPVVCVKGGANQLKCLRYRLKASTQVDFDSISTTWHWTDRKNTERIGSARMLVKFIDEAQREKFLERVALPRSVSVFLGQFNGS. The pKd is 3.7. (3) The drug is COc1cc2c(N3CCN(C(=O)Nc4ccc(OC(C)C)cc4)CC3)ncnc2cc1OCCCN1CCCCC1. The target protein sequence is HHSTVADGLITTLHYPAPKRNKPTVYGVSPNYDKWEMERTDITMKHKLGGGQYGKVYEGVWKKYSLTVAVKTLKEDTMEVEEFLKEAAVMKEIKHPNLVQLLGVCTREPPFYIITEFMTYGNLLDYLRECNRQEVNAVVLLYMATQISSAMEYLEKKNFIHRDLAARNCLVGENHLVKVADFGLSRLMTGDTYTAHAGAKFPIKWTAPESLAYNKFSIKSDVWAFGVLLWEIATYGMSPYPGIDLSQVYELLEKDYRMERPEGCPEKVYELMRACWQWNPSDRPSFAEIHQAFETMFQES. The pKd is 5.0. (4) The drug is CC(C)[C@H](OC(=O)[C@H](C)NC(=O)[C@@H](OC(=O)[C@H](C)NC(=O)OC(C)(C)C)C(C)C)C(=O)O. The pKd is 3.6. The target protein (P51141) has sequence MAETKIIYHMDEEETPYLVKLPVAPERVTLADFKNVLSNRPVHAYKFFFKSMDQDFGVVKEEIFDDNAKLPCFNGRVVSWLVLAEGAHSDAGSQGTDSHTDLPPPLERTGGIGDSRPPSFHPNVASSRDGMDNETGTESMVSHRRERARRRNRDEAARTNGHPRGDRRRDLGLPPDSASTVLSSELESSSFIDSDEEDNTSRLSSSTEQSTSSRLVRKHKCRRRKQRLRQTDRASSFSSITDSTMSLNIITVTLNMERHHFLGISIVGQSNDRGDGGIYIGSIMKGGAVAADGRIEPGDMLLQVNDVNFENMSNDDAVRVLREIVSQTGPISLTVAKCWDPTPRSYFTIPRADPVRPIDPAAWLSHTAALTGALPRYGTSPCSSAITRTSSSSLTSSVPGAPQLEEAPLTVKSDMSAIVRVMQLPDSGLEIRDRMWLKITIANAVIGADVVDWLYTHVEGFKERREARKYASSMLKHGFLRHTVNKITFSEQCYYVFGDL....